This data is from Full USPTO retrosynthesis dataset with 1.9M reactions from patents (1976-2016). The task is: Predict the reactants needed to synthesize the given product. (1) Given the product [Br:2][CH:3]1[C:12](=[O:13])[C:11]2[C:6](=[CH:7][CH:8]=[CH:9][CH:10]=2)[O:5][CH2:4]1.[CH3:16][S:1][CH:3]1[C:12](=[O:13])[C:11]2[C:6](=[CH:7][CH:8]=[CH:9][CH:10]=2)[O:5][CH2:4]1, predict the reactants needed to synthesize it. The reactants are: [SH3+:1].[Br:2][CH:3]1[C:12](=[O:13])[C:11]2[C:6](=[CH:7][CH:8]=[CH:9][CH:10]=2)[O:5][CH2:4]1.O.[Na].[CH3:16]S. (2) The reactants are: [NH2:1][C:2]1[CH:3]=[C:4]([C:8]2[C:12]([C:13]3[CH:18]=[CH:17][N:16]=[C:15]([NH2:19])[N:14]=3)=[CH:11][N:10]([CH2:20][C:21]3[CH:26]=[CH:25][C:24]([O:27][CH3:28])=[CH:23][CH:22]=3)[N:9]=2)[CH:5]=[CH:6][CH:7]=1.[F:29][C:30]1[CH:35]=[CH:34][C:33]([F:36])=[CH:32][C:31]=1[S:37](Cl)(=[O:39])=[O:38].[Na]. Given the product [NH2:19][C:15]1[N:14]=[C:13]([C:12]2[C:8]([C:4]3[CH:3]=[C:2]([NH:1][S:37]([C:31]4[CH:32]=[C:33]([F:36])[CH:34]=[CH:35][C:30]=4[F:29])(=[O:39])=[O:38])[CH:7]=[CH:6][CH:5]=3)=[N:9][N:10]([CH2:20][C:21]3[CH:22]=[CH:23][C:24]([O:27][CH3:28])=[CH:25][CH:26]=3)[CH:11]=2)[CH:18]=[CH:17][N:16]=1, predict the reactants needed to synthesize it. (3) Given the product [C:23]([O:22][C:19](=[O:21])[CH2:20][C:11]([C:10]1[CH:16]=[CH:17][CH:18]=[C:8]([N:3]2[CH:4]=[C:5]([CH3:7])[N:6]=[C:2]2[CH3:1])[CH:9]=1)=[O:13])([CH3:26])([CH3:25])[CH3:24], predict the reactants needed to synthesize it. The reactants are: [CH3:1][C:2]1[N:3]([C:8]2[CH:9]=[C:10]([CH:16]=[CH:17][CH:18]=2)[C:11]([O:13]CC)=O)[CH:4]=[C:5]([CH3:7])[N:6]=1.[C:19]([O:22][C:23]([CH3:26])([CH3:25])[CH3:24])(=[O:21])[CH3:20].[Li].